Dataset: Catalyst prediction with 721,799 reactions and 888 catalyst types from USPTO. Task: Predict which catalyst facilitates the given reaction. (1) Reactant: [NH:1]1[C:5]2[CH:6]=[CH:7][CH:8]=[CH:9][C:4]=2[N:3]=[C:2]1[CH2:10][C@@H:11]1[CH2:16][CH2:15][C@H:14]([C:17]([OH:19])=O)[CH2:13][CH2:12]1.C(Cl)CCl.C1C=NC2N(O)N=NC=2C=1.[F:34][C:35]1[CH:42]=[CH:41][CH:40]=[CH:39][C:36]=1[CH2:37][NH2:38]. Product: [F:34][C:35]1[CH:42]=[CH:41][CH:40]=[CH:39][C:36]=1[CH2:37][NH:38][C:17]([C@H:14]1[CH2:13][CH2:12][C@@H:11]([CH2:10][C:2]2[NH:1][C:5]3[CH:6]=[CH:7][CH:8]=[CH:9][C:4]=3[N:3]=2)[CH2:16][CH2:15]1)=[O:19]. The catalyst class is: 3. (2) Reactant: [NH:1]1[CH2:5][CH2:4][CH2:3][CH2:2]1.[CH2:6]=O.[CH3:8][C:9]1[CH:13]=[C:12]([CH3:14])[NH:11][C:10]=1[CH:15]=[C:16]1[C:24]2[C:19](=[CH:20][CH:21]=[CH:22][CH:23]=2)[NH:18][C:17]1=[O:25]. Product: [CH3:8][C:9]1[CH:13]=[C:12]([CH3:14])[NH:11][C:10]=1/[CH:15]=[C:16]1\[C:17](=[O:25])[N:18]([CH2:6][N:1]2[CH2:5][CH2:4][CH2:3][CH2:2]2)[C:19]2[C:24]\1=[CH:23][CH:22]=[CH:21][CH:20]=2. The catalyst class is: 5. (3) Reactant: [NH2:1][C:2]1[CH:26]=[CH:25][CH:24]=[CH:23][C:3]=1[C:4]([NH:6][C:7]1[CH:12]=[CH:11][C:10]([C:13]([CH3:22])([CH:15]2[CH2:20][CH2:19][N:18]([CH3:21])[CH2:17][CH2:16]2)[CH3:14])=[CH:9][CH:8]=1)=[O:5].[N:27]1[CH:32]=[CH:31][C:30]([CH:33]=O)=[CH:29][CH:28]=1.[BH4-].[Na+]. Product: [CH3:14][C:13]([C:10]1[CH:9]=[CH:8][C:7]([NH:6][C:4](=[O:5])[C:3]2[CH:23]=[CH:24][CH:25]=[CH:26][C:2]=2[NH:1][CH2:33][C:30]2[CH:31]=[CH:32][N:27]=[CH:28][CH:29]=2)=[CH:12][CH:11]=1)([CH:15]1[CH2:16][CH2:17][N:18]([CH3:21])[CH2:19][CH2:20]1)[CH3:22]. The catalyst class is: 14. (4) The catalyst class is: 12. Product: [OH:34][C:35]1[CH:36]=[CH:37][C:38]([CH2:41][C:42]2[C:43](=[O:44])[N:19]3[CH:20]=[C:15]([C:12]4[CH:11]=[CH:10][C:9]([OH:8])=[CH:14][CH:13]=4)[NH:16][C:17]([C:22]4[S:23][CH:24]=[CH:25][CH:26]=4)=[C:18]3[N:21]=2)=[CH:39][CH:40]=1. Reactant: [Si]([O:8][C:9]1[CH:14]=[CH:13][C:12]([C:15]2[N:16]=[C:17]([C:22]3[S:23][CH:24]=[CH:25][CH:26]=3)[C:18]([NH2:21])=[N:19][CH:20]=2)=[CH:11][CH:10]=1)(C(C)(C)C)(C)C.[Si]([O:34][C:35]1[CH:40]=[CH:39][C:38]([CH2:41][C:42](=O)[CH:43](OCC)[O:44]CC)=[CH:37][CH:36]=1)(C(C)(C)C)(C)C.Cl.CCCCCC. (5) Product: [CH:1]([OH:4])=[O:3].[NH2:28][C:27]1[CH:14]=[C:23]([CH2:7][C:8]([NH:46][C@H:45]([B:51]([OH:52])[OH:59])[CH2:44][C:40]2[C:39]([OH:64])=[C:38]([CH:43]=[CH:42][CH:41]=2)[C:37]([OH:36])=[O:66])=[O:9])[CH:24]=[CH:25][N:26]=1. Reactant: [C:1]([OH:4])(=[O:3])C.CN1CC[O:9][CH2:8][CH2:7]1.ON1C(=O)CC[C:14]1=O.Cl.CN(C)[CH2:23][CH2:24][CH2:25][N:26]=[C:27]=[N:28]CC.C([O:36][C:37](=[O:66])[C:38]1[CH:43]=[CH:42][CH:41]=[C:40]([CH2:44][CH:45]([B:51]2[O:59]C3C(C)(C4CC(C3)C4(C)C)[O:52]2)[NH:46][Si](C)(C)C)[C:39]=1[O:64]C)(C)(C)C. The catalyst class is: 2. (6) The catalyst class is: 1. Product: [CH2:1]([C:3]1[CH:4]=[CH:5][CH:6]=[C:7]2[C:11]=1[NH:10][C:9]([CH2:12][OH:13])=[C:8]2[CH3:17])[CH3:2]. Reactant: [CH2:1]([C:3]1[CH:4]=[CH:5][CH:6]=[C:7]2[C:11]=1[NH:10][C:9]([C:12](OCC)=[O:13])=[C:8]2[CH3:17])[CH3:2].[H-].[H-].[H-].[H-].[Li+].[Al+3]. (7) Reactant: [C:1]([O:12][C:13]([CH3:22])([CH3:21])[CH2:14][C:15]1[CH:20]=[CH:19][CH:18]=[CH:17][CH:16]=1)(=[O:11])[C:2]1[C:3](=[CH:7][CH:8]=[CH:9][CH:10]=1)[C:4](O)=[O:5].N1C=CC=CC=1.N1C(F)=NC(F)=NC=1[F:31]. Product: [F:31][C:4]([C:3]1[CH:7]=[CH:8][CH:9]=[CH:10][C:2]=1[C:1]([O:12][C:13]([CH3:22])([CH3:21])[CH2:14][C:15]1[CH:20]=[CH:19][CH:18]=[CH:17][CH:16]=1)=[O:11])=[O:5]. The catalyst class is: 2. (8) Reactant: Cl[CH2:2][CH2:3][CH2:4][O:5][C:6]1[CH:7]=[CH:8][C:9]2[C:10]3[S:19][C:18]([CH2:20][CH3:21])=[N:17][C:11]=3[C:12]([NH2:16])=[N:13][C:14]=2[CH:15]=1.[N-]=[N+]=[N-].[Na+].O.N(CCC[O:33][C:34]1[CH:35]=[CH:36][C:37]2[C:38]3[S:47][C:46]([CH2:48][CH3:49])=[N:45][C:39]=3[C:40]([NH2:44])=[N:41][C:42]=2[CH:43]=1)=[N+]=[N-]. Product: [NH2:44][C:40]1[C:39]2[N:45]=[C:46]([CH2:48][CH3:49])[S:47][C:38]=2[C:37]2[CH:36]=[CH:35][C:34]([O:33][CH2:2][CH2:3][CH2:4][O:5][C:6]3[CH:7]=[CH:8][C:9]4[C:10]5[S:19][C:18]([CH2:20][CH3:21])=[N:17][C:11]=5[C:12]([NH2:16])=[N:13][C:14]=4[CH:15]=3)=[CH:43][C:42]=2[N:41]=1. The catalyst class is: 3. (9) Reactant: C([O:3][P:4](/[CH:9]=[CH:10]/[C:11]1[CH:20]=[CH:19][C:18]2[C:13](=[C:14]([C:26]3[C:35]4[C:30](=[CH:31][CH:32]=[CH:33][CH:34]=4)[CH:29]=[CH:28][CH:27]=3)[CH:15]=[C:16]([NH:21][C:22]([O:24][CH3:25])=[O:23])[CH:17]=2)[N:12]=1)(=[O:8])[O:5]CC)C.N1C=CC=CC=1.Br[Si](C)(C)C.C(O)(C)(C)C. The catalyst class is: 2. Product: [CH3:25][O:24][C:22]([NH:21][C:16]1[CH:17]=[C:18]2[C:13](=[C:14]([C:26]3[C:35]4[C:30](=[CH:31][CH:32]=[CH:33][CH:34]=4)[CH:29]=[CH:28][CH:27]=3)[CH:15]=1)[N:12]=[C:11](/[CH:10]=[CH:9]/[P:4](=[O:3])([OH:8])[OH:5])[CH:20]=[CH:19]2)=[O:23].